This data is from Catalyst prediction with 721,799 reactions and 888 catalyst types from USPTO. The task is: Predict which catalyst facilitates the given reaction. (1) Reactant: [OH-].[Na+].C[O:4][C:5](=[O:40])[CH2:6][C:7]1[CH:12]=[CH:11][C:10]([C:13]2[CH:18]=[CH:17][C:16]([C:19]([CH2:37][CH3:38])([C:22]3[CH:27]=[CH:26][C:25]([C:28]#[C:29][C:30]([CH2:34][CH3:35])([OH:33])[CH2:31][CH3:32])=[C:24]([CH3:36])[CH:23]=3)[CH2:20][CH3:21])=[CH:15][C:14]=2[CH3:39])=[CH:9][CH:8]=1.[Cl-].[NH4+]. Product: [CH2:20]([C:19]([C:16]1[CH:17]=[CH:18][C:13]([C:10]2[CH:11]=[CH:12][C:7]([CH2:6][C:5]([OH:40])=[O:4])=[CH:8][CH:9]=2)=[C:14]([CH3:39])[CH:15]=1)([C:22]1[CH:27]=[CH:26][C:25]([C:28]#[C:29][C:30]([CH2:31][CH3:32])([OH:33])[CH2:34][CH3:35])=[C:24]([CH3:36])[CH:23]=1)[CH2:37][CH3:38])[CH3:21]. The catalyst class is: 111. (2) Product: [C:8]([CH2:7][NH:6][C:20]([NH:19][CH2:17][CH3:18])=[O:21])#[N:9]. Reactant: S(O)(O)(=O)=O.[NH2:6][CH2:7][C:8]#[N:9].C(N(CC)CC)C.[CH2:17]([N:19]=[C:20]=[O:21])[CH3:18].[Cl-].[NH4+]. The catalyst class is: 7. (3) Reactant: [Cl:1][C:2]1[CH:3]=[CH:4][C:5]2[N:11]([CH2:12][C:13]([CH3:17])([CH3:16])[CH2:14][OH:15])[C:10](=[O:18])[C@@H:9]([CH2:19][C:20]([NH:22][C:23]3[S:24][CH:25]=[C:26]([CH2:28][C:29]([OH:31])=[O:30])[N:27]=3)=[O:21])[O:8][C@H:7]([C:32]3[CH:37]=[CH:36][CH:35]=[C:34]([O:38][CH3:39])[C:33]=3[O:40][CH3:41])[C:6]=2[CH:42]=1.N1C=CC=CC=1.[C:49](OCC)(=[O:51])[CH3:50].C(Cl)(=O)C. Product: [C:49]([O:15][CH2:14][C:13]([CH3:16])([CH3:17])[CH2:12][N:11]1[C:5]2[CH:4]=[CH:3][C:2]([Cl:1])=[CH:42][C:6]=2[C@@H:7]([C:32]2[CH:37]=[CH:36][CH:35]=[C:34]([O:38][CH3:39])[C:33]=2[O:40][CH3:41])[O:8][C@H:9]([CH2:19][C:20]([NH:22][C:23]2[S:24][CH:25]=[C:26]([CH2:28][C:29]([OH:31])=[O:30])[N:27]=2)=[O:21])[C:10]1=[O:18])(=[O:51])[CH3:50]. The catalyst class is: 6. (4) Reactant: [CH3:1][O:2][C:3]1[CH:8]=[CH:7][CH:6]=[CH:5][C:4]=1[C@H:9]1[NH:20][C:19](=[O:21])[CH2:18][CH2:17][CH:16]=[CH:15][CH2:14][C@@H:13]([CH2:22][C:23]([O:25]C(C)(C)C)=O)[C:12](=[O:30])[O:11][CH2:10]1.FC(F)(F)C(O)=O.COC1C=CC=CC=1[C@H]1NC(=O)CCC=CC[C@@H](CC(O)=O)C(=O)OC1.[Cl:64][C:65]1[CH:70]=[CH:69][C:68]([CH2:71][NH2:72])=[CH:67][CH:66]=1. Product: [Cl:64][C:65]1[CH:70]=[CH:69][C:68]([CH2:71][NH:72][C:23](=[O:25])[CH2:22][C@H:13]2[C:12](=[O:30])[O:11][CH2:10][C@@H:9]([C:4]3[CH:5]=[CH:6][CH:7]=[CH:8][C:3]=3[O:2][CH3:1])[NH:20][C:19](=[O:21])[CH2:18][CH2:17][CH:16]=[CH:15][CH2:14]2)=[CH:67][CH:66]=1. The catalyst class is: 512.